Dataset: Full USPTO retrosynthesis dataset with 1.9M reactions from patents (1976-2016). Task: Predict the reactants needed to synthesize the given product. Given the product [OH:25][C:23]([C:22]([F:27])([F:26])[F:21])=[O:24].[N:3]1[CH:4]=[CH:5][CH:6]=[N:1][C:2]=1[C:7]1[CH:11]=[C:10]([CH2:12][NH2:13])[O:9][N:8]=1, predict the reactants needed to synthesize it. The reactants are: [N:1]1[CH:6]=[CH:5][CH:4]=[N:3][C:2]=1[C:7]1[CH:11]=[C:10]([CH2:12][NH:13]C(=O)OC(C)(C)C)[O:9][N:8]=1.[F:21][C:22]([F:27])([F:26])[C:23]([OH:25])=[O:24].